From a dataset of Peptide-MHC class II binding affinity with 134,281 pairs from IEDB. Regression. Given a peptide amino acid sequence and an MHC pseudo amino acid sequence, predict their binding affinity value. This is MHC class II binding data. (1) The MHC is DRB1_1001 with pseudo-sequence DRB1_1001. The peptide sequence is MKYLAAFLLLGLAGN. The binding affinity (normalized) is 0.594. (2) The peptide sequence is KIDAAFKVAATAAAT. The MHC is DRB1_0401 with pseudo-sequence DRB1_0401. The binding affinity (normalized) is 0.558. (3) The peptide sequence is INEPTAAAIAYLLDR. The MHC is HLA-DQA10501-DQB10301 with pseudo-sequence HLA-DQA10501-DQB10301. The binding affinity (normalized) is 0.640. (4) The peptide sequence is VVHFFANIVTP. The MHC is H-2-IAs with pseudo-sequence H-2-IAs. The binding affinity (normalized) is 0. (5) The peptide sequence is LLIDVVTYLVALIPE. The MHC is HLA-DPA10201-DPB10501 with pseudo-sequence HLA-DPA10201-DPB10501. The binding affinity (normalized) is 0. (6) The peptide sequence is TVLAFPAGVCPTIGV. The MHC is HLA-DPA10103-DPB10301 with pseudo-sequence HLA-DPA10103-DPB10301. The binding affinity (normalized) is 0. (7) The MHC is DRB1_0701 with pseudo-sequence DRB1_0701. The peptide sequence is RVIAQGPTATFEAMY. The binding affinity (normalized) is 0.278. (8) The peptide sequence is APQINFFYYLGEPIV. The MHC is HLA-DQA10201-DQB10202 with pseudo-sequence HLA-DQA10201-DQB10202. The binding affinity (normalized) is 0.259.